Dataset: Full USPTO retrosynthesis dataset with 1.9M reactions from patents (1976-2016). Task: Predict the reactants needed to synthesize the given product. (1) Given the product [CH:33](/[C:21]1[CH:26]=[C:25]([NH2:27])[CH:24]=[CH:23][N:22]=1)=[CH:34]\[C:35]1[CH:40]=[CH:39][CH:38]=[CH:37][CH:36]=1, predict the reactants needed to synthesize it. The reactants are: C1(P(C2C=CC=CC=2)C2C=CC=CC=2)C=CC=CC=1.Br[C:21]1[CH:26]=[C:25]([NH2:27])[CH:24]=[CH:23][N:22]=1.C([Sn](CCCC)(CCCC)[CH:33]=[CH:34][C:35]1[CH:40]=[CH:39][CH:38]=[CH:37][CH:36]=1)CCC. (2) Given the product [C:19]1([CH:17]([NH:16][C:15]2[N:10]3[CH:11]=[CH:12][N:13]=[CH:14][C:9]3=[N:8][C:7]=2[C:5]2[S:6][C:2]([C:32]#[C:31][C:25]3[CH:30]=[CH:29][CH:28]=[CH:27][CH:26]=3)=[CH:3][CH:4]=2)[CH3:18])[CH:24]=[CH:23][CH:22]=[CH:21][CH:20]=1, predict the reactants needed to synthesize it. The reactants are: Br[C:2]1[S:6][C:5]([C:7]2[N:8]=[C:9]3[CH:14]=[N:13][CH:12]=[CH:11][N:10]3[C:15]=2[NH:16][CH:17]([C:19]2[CH:24]=[CH:23][CH:22]=[CH:21][CH:20]=2)[CH3:18])=[CH:4][CH:3]=1.[C:25]1([C:31]#[CH:32])[CH:30]=[CH:29][CH:28]=[CH:27][CH:26]=1.C(N(CC)CC)C.C(=O)([O-])[O-].[Na+].[Na+]. (3) Given the product [ClH:39].[F:31][C:25]1[CH:26]=[C:27]([F:30])[CH:28]=[CH:29][C:24]=1[N:23]1[CH:19]([C:17]2[S:18][C:14]([N:11]3[CH2:12][CH2:13][NH:8][CH2:9][CH2:10]3)=[CH:15][CH:16]=2)[CH2:20][C:21]([C:32]([F:38])([F:37])[C:33]([F:34])([F:35])[F:36])=[N:22]1, predict the reactants needed to synthesize it. The reactants are: C([N:8]1[CH2:13][CH2:12][N:11]([C:14]2[S:18][C:17]([CH:19]3[N:23]([C:24]4[CH:29]=[CH:28][C:27]([F:30])=[CH:26][C:25]=4[F:31])[N:22]=[C:21]([C:32]([F:38])([F:37])[C:33]([F:36])([F:35])[F:34])[CH2:20]3)=[CH:16][CH:15]=2)[CH2:10][CH2:9]1)(OC(C)(C)C)=O.[ClH:39]. (4) Given the product [S:1]1[CH:5]=[CH:4][CH:3]=[C:2]1[C:6]1[O:17][C:15](=[O:16])[C:10]2[CH2:11][CH2:12][CH2:13][CH2:14][C:9]=2[N:8]=1, predict the reactants needed to synthesize it. The reactants are: [S:1]1[CH:5]=[CH:4][CH:3]=[C:2]1[C:6]([NH:8][C:9]1[CH2:14][CH2:13][CH2:12][CH2:11][C:10]=1[C:15]([O:17]CC)=[O:16])=O.O[Li].O.S1C=CC=C1C(NC1CCCCC=1C(O)=O)=O.CCN=C=NCCCN(C)C.Cl.C1C=CC2N(O)N=NC=2C=1.